This data is from Reaction yield outcomes from USPTO patents with 853,638 reactions. The task is: Predict the reaction yield, written as a fraction of the theoretical maximum amount of product (1.0 means a 100% yield; for example, 0.34 means a 34% yield). (1) The reactants are Cl[C:2]1[CH:7]=[C:6]([Cl:8])[CH:5]=[CH:4][C:3]=1[CH:9]([F:12])[CH2:10][NH2:11].[Cl:13][C:14]1[CH:15]=[C:16]2[C:21](=[CH:22][C:23]=1[O:24][C:25]1[CH:33]=[CH:32][C:28]([C:29](O)=[O:30])=[CH:27][CH:26]=1)[O:20][CH2:19][CH2:18][CH:17]2[C:34]([O:36][CH2:37][CH3:38])=[O:35].N1C2C(=NC=CC=2)N(O)N=1.Cl.C(N=C=NCCCN(C)C)C. The catalyst is CN(C=O)C.CCOC(C)=O. The product is [Cl:13][C:14]1[CH:15]=[C:16]2[C:21](=[CH:22][C:23]=1[O:24][C:25]1[CH:33]=[CH:32][C:28]([C:29](=[O:30])[NH:11][CH2:10][CH:9]([C:3]3[CH:4]=[CH:5][C:6]([Cl:8])=[CH:7][CH:2]=3)[F:12])=[CH:27][CH:26]=1)[O:20][CH2:19][CH2:18][CH:17]2[C:34]([O:36][CH2:37][CH3:38])=[O:35]. The yield is 0.938. (2) The reactants are I([O-])(=O)(=O)=[O:2].[Na+].[OH:7][CH2:8][C@H:9]1[CH2:11][C@@H:10]1[CH2:12][C:13]([O:15][CH2:16][C:17]1[CH:22]=[CH:21][CH:20]=[CH:19][CH:18]=1)=[O:14]. The catalyst is CC(C)=O.O.O.[Ru](=O)=O. The product is [CH2:16]([O:15][C:13](=[O:14])[CH2:12][C@H:10]1[CH2:11][C@@H:9]1[C:8]([OH:2])=[O:7])[C:17]1[CH:18]=[CH:19][CH:20]=[CH:21][CH:22]=1. The yield is 0.910. (3) The reactants are C(N)C1C=CC=CC=1.[F:9][C:10]1[CH:17]=[CH:16][C:13]([CH2:14][NH2:15])=[CH:12][CH:11]=1.[O:18]=[C:19]1[N:23]([CH2:24][C:25]2[CH:30]=[CH:29][CH:28]=[CH:27][N:26]=2)[CH2:22][CH2:21][N:20]1[C:31]1[CH:32]=[C:33]([CH:38]=[CH:39][N:40]=1)[C:34](OC)=[O:35]. No catalyst specified. The product is [F:9][C:10]1[CH:17]=[CH:16][C:13]([CH2:14][NH:15][C:34](=[O:35])[C:33]2[CH:38]=[CH:39][N:40]=[C:31]([N:20]3[CH2:21][CH2:22][N:23]([CH2:24][C:25]4[CH:30]=[CH:29][CH:28]=[CH:27][N:26]=4)[C:19]3=[O:18])[CH:32]=2)=[CH:12][CH:11]=1. The yield is 0.520. (4) No catalyst specified. The product is [O:13]1[CH2:17][CH2:16][CH2:15][CH:14]1[CH2:18][O:19][C:2]1[CH:12]=[CH:11][C:5]([C:6]([OH:8])=[O:7])=[CH:4][N:3]=1. The yield is 0.240. The reactants are Cl[C:2]1[CH:12]=[CH:11][C:5]([C:6]([O:8]CC)=[O:7])=[CH:4][N:3]=1.[O:13]1[CH2:17][CH2:16][CH2:15][CH:14]1[CH2:18][OH:19].